Dataset: Forward reaction prediction with 1.9M reactions from USPTO patents (1976-2016). Task: Predict the product of the given reaction. (1) Given the reactants [CH:1]1([CH2:4][O:5][C:6]2[N:11]=[C:10]([C:12]([OH:14])=O)[CH:9]=[CH:8][C:7]=2[C:15]2([F:19])[CH2:18][O:17][CH2:16]2)[CH2:3][CH2:2]1.[NH2:20][C:21]1([CH2:25][C:26]([NH2:28])=[O:27])[CH2:24][O:23][CH2:22]1.CCN(C(C)C)C(C)C, predict the reaction product. The product is: [NH2:28][C:26](=[O:27])[CH2:25][C:21]1([NH:20][C:12]([C:10]2[CH:9]=[CH:8][C:7]([C:15]3([F:19])[CH2:18][O:17][CH2:16]3)=[C:6]([O:5][CH2:4][CH:1]3[CH2:2][CH2:3]3)[N:11]=2)=[O:14])[CH2:24][O:23][CH2:22]1. (2) Given the reactants [Cl:1][C:2]1[CH:34]=[CH:33][C:5]([C:6]([NH:8][CH:9]([CH2:21][C:22]2[C:31]3[C:26](=[CH:27][CH:28]=[CH:29][CH:30]=3)[NH:25][C:24](=[O:32])[CH:23]=2)[C:10]([O:12][CH2:13][CH2:14][N:15]2[CH2:20][CH2:19][O:18][CH2:17][CH2:16]2)=[O:11])=[O:7])=[CH:4][CH:3]=1.[C:35]([OH:43])(=[O:42])[CH:36]([CH2:38][C:39]([OH:41])=[O:40])[OH:37], predict the reaction product. The product is: [C:35]([OH:43])(=[O:42])[CH:36]([CH2:38][C:39]([OH:41])=[O:40])[OH:37].[Cl:1][C:2]1[CH:3]=[CH:4][C:5]([C:6]([NH:8][CH:9]([CH2:21][C:22]2[C:31]3[C:26](=[CH:27][CH:28]=[CH:29][CH:30]=3)[NH:25][C:24](=[O:32])[CH:23]=2)[C:10]([O:12][CH2:13][CH2:14][N:15]2[CH2:16][CH2:17][O:18][CH2:19][CH2:20]2)=[O:11])=[O:7])=[CH:33][CH:34]=1. (3) Given the reactants Cl[C:2]1[C:6]2[CH:7]=[CH:8][CH:9]=[CH:10][C:5]=2[S:4](=[O:12])(=[O:11])[N:3]=1.Cl.Cl.[C:15]([C:17]1([NH:26][C:27](=[O:35])[CH:28]([NH2:34])[CH2:29][C:30]([CH3:33])([CH3:32])[CH3:31])[CH2:22][CH2:21][N:20]([CH2:23][CH2:24][CH3:25])[CH2:19][CH2:18]1)#[N:16], predict the reaction product. The product is: [C:15]([C:17]1([NH:26][C:27](=[O:35])[CH:28]([NH:34][C:2]2[C:6]3[CH:7]=[CH:8][CH:9]=[CH:10][C:5]=3[S:4](=[O:12])(=[O:11])[N:3]=2)[CH2:29][C:30]([CH3:33])([CH3:32])[CH3:31])[CH2:18][CH2:19][N:20]([CH2:23][CH2:24][CH3:25])[CH2:21][CH2:22]1)#[N:16]. (4) Given the reactants [CH3:1][O:2][C:3]1[CH:4]=[C:5]2[C:10](=[CH:11][CH:12]=1)[CH:9]([CH3:13])[C:8](=O)[CH2:7][CH2:6]2, predict the reaction product. The product is: [CH3:1][O:2][C:3]1[CH:4]=[C:5]2[C:10]([C@@:9]3([CH3:13])[C:8]([CH2:7][CH2:6]2)=[CH:4][C:3](=[O:2])[CH2:12][C@@H:11]3[CH2:10][CH2:9][CH3:8])=[CH:11][CH:12]=1. (5) Given the reactants [NH2:1][C:2]1[CH:3]=[CH:4][C:5]([O:12][C:13]2[CH:18]=[CH:17][CH:16]=[CH:15][CH:14]=2)=[C:6]([CH:11]=1)[C:7]([O:9][CH3:10])=[O:8].[C:19]1([N:25]=[C:26]=[O:27])[CH:24]=[CH:23][CH:22]=[CH:21][CH:20]=1, predict the reaction product. The product is: [NH:25]([C:26]([NH:1][C:2]1[CH:3]=[CH:4][C:5]([O:12][C:13]2[CH:18]=[CH:17][CH:16]=[CH:15][CH:14]=2)=[C:6]([CH:11]=1)[C:7]([O:9][CH3:10])=[O:8])=[O:27])[C:19]1[CH:24]=[CH:23][CH:22]=[CH:21][CH:20]=1. (6) Given the reactants [Cl:1][C:2]1[CH:7]=[CH:6][CH:5]=[CH:4][C:3]=1[S:8]([C@H:11]1[CH2:15][NH:14][C@H:13]([C:16]([NH:18][C:19]2([C:22]#[N:23])[CH2:21][CH2:20]2)=[O:17])[CH2:12]1)(=[O:10])=[O:9].[C:24]([O:28][C:29]([N:31]1[CH2:36][CH2:35][N:34]([C:37]2([C:40](O)=[O:41])[CH2:39][CH2:38]2)[CH2:33][CH2:32]1)=[O:30])([CH3:27])([CH3:26])[CH3:25], predict the reaction product. The product is: [Cl:1][C:2]1[CH:7]=[CH:6][CH:5]=[CH:4][C:3]=1[S:8]([C@H:11]1[CH2:15][N:14]([C:40]([C:37]2([N:34]3[CH2:35][CH2:36][N:31]([C:29]([O:28][C:24]([CH3:27])([CH3:26])[CH3:25])=[O:30])[CH2:32][CH2:33]3)[CH2:39][CH2:38]2)=[O:41])[C@H:13]([C:16](=[O:17])[NH:18][C:19]2([C:22]#[N:23])[CH2:21][CH2:20]2)[CH2:12]1)(=[O:10])=[O:9]. (7) The product is: [ClH:3].[NH2:5][CH2:6][C@@H:7]([OH:12])[CH2:8][C:9]([O:11][CH3:13])=[O:10]. Given the reactants S(Cl)([Cl:3])=O.[NH2:5][CH2:6][C@@H:7]([OH:12])[CH2:8][C:9]([OH:11])=[O:10].[CH3:13]O, predict the reaction product. (8) Given the reactants [F:1][C:2]1[CH:7]=[C:6]([N+:8]([O-])=O)[CH:5]=[CH:4][C:3]=1[CH2:11][N:12]1[CH2:17][CH2:16][N:15]([C:18]([O:20][C:21]([CH3:24])([CH3:23])[CH3:22])=[O:19])[C@@H:14]([CH3:25])[CH2:13]1.C(N(CC)CC)C, predict the reaction product. The product is: [NH2:8][C:6]1[CH:5]=[CH:4][C:3]([CH2:11][N:12]2[CH2:17][CH2:16][N:15]([C:18]([O:20][C:21]([CH3:23])([CH3:22])[CH3:24])=[O:19])[C@@H:14]([CH3:25])[CH2:13]2)=[C:2]([F:1])[CH:7]=1.